This data is from Human liver microsome stability data. The task is: Regression/Classification. Given a drug SMILES string, predict its absorption, distribution, metabolism, or excretion properties. Task type varies by dataset: regression for continuous measurements (e.g., permeability, clearance, half-life) or binary classification for categorical outcomes (e.g., BBB penetration, CYP inhibition). Dataset: hlm. (1) The molecule is Cc1cc(-c2ccc(CC(=O)Nc3ccc4c(c3)[nH]c3ccccc34)cc2)ccn1. The result is 0 (unstable in human liver microsomes). (2) The molecule is O=C(Nc1ccc(F)cc1F)NC1CCN(c2ncnc3c2nc(-c2ccccc2Cl)n3-c2ccc(Cl)cc2)CC1. The result is 0 (unstable in human liver microsomes).